From a dataset of Catalyst prediction with 721,799 reactions and 888 catalyst types from USPTO. Predict which catalyst facilitates the given reaction. (1) Reactant: C(OC([NH:11][C:12]1([C:25](=[O:27])[NH2:26])[CH2:17][CH2:16][N:15]([C:18]([O:20][C:21]([CH3:24])([CH3:23])[CH3:22])=[O:19])[CH2:14][CH2:13]1)=O)C1C=CC=CC=1.C(O)(=O)C. Product: [NH2:11][C:12]1([C:25](=[O:27])[NH2:26])[CH2:17][CH2:16][N:15]([C:18]([O:20][C:21]([CH3:22])([CH3:23])[CH3:24])=[O:19])[CH2:14][CH2:13]1. The catalyst class is: 19. (2) The catalyst class is: 2. Reactant: [C:1]([NH:4][CH:5]1[CH2:10][CH2:9][N:8]([C:11]2[CH:21]=[CH:20][C:14]([C:15](OCC)=[O:16])=[CH:13][CH:12]=2)[CH2:7][CH2:6]1)(=[O:3])[CH3:2].CC(C[AlH]CC(C)C)C. Product: [OH:16][CH2:15][C:14]1[CH:13]=[CH:12][C:11]([N:8]2[CH2:7][CH2:6][CH:5]([NH:4][C:1](=[O:3])[CH3:2])[CH2:10][CH2:9]2)=[CH:21][CH:20]=1. (3) Reactant: [Cl:1][C:2]1[CH:36]=[CH:35][C:5]([CH2:6][N:7]2[C:15]3[C:14](=[O:16])[N:13]([CH2:17][C:18](=[O:20])[CH3:19])[C:12](=[O:21])[N:11]([CH3:22])[C:10]=3[N:9]=[C:8]2[O:23][C:24]2[CH:29]=[CH:28][CH:27]=[C:26]([O:30][C:31]([F:34])([F:33])[F:32])[CH:25]=2)=[CH:4][CH:3]=1.[BH4-].[Na+]. Product: [Cl:1][C:2]1[CH:3]=[CH:4][C:5]([CH2:6][N:7]2[C:15]3[C:14](=[O:16])[N:13]([CH2:17][CH:18]([OH:20])[CH3:19])[C:12](=[O:21])[N:11]([CH3:22])[C:10]=3[N:9]=[C:8]2[O:23][C:24]2[CH:29]=[CH:28][CH:27]=[C:26]([O:30][C:31]([F:34])([F:32])[F:33])[CH:25]=2)=[CH:35][CH:36]=1. The catalyst class is: 5. (4) Product: [F:15][C:2]([F:1])([F:16])[C:3]1[C:4]2[O:14][CH2:13][O:12][C:5]=2[CH:6]=[C:7]([CH:11]=1)[C:8]([N:17]1[CH2:22][CH2:21][CH2:20][CH2:19][CH2:18]1)=[O:10]. Reactant: [F:1][C:2]([F:16])([F:15])[C:3]1[C:4]2[O:14][CH2:13][O:12][C:5]=2[CH:6]=[C:7]([CH:11]=1)[C:8]([OH:10])=O.[NH:17]1[CH2:22][CH2:21][CH2:20][CH2:19][CH2:18]1.C(N(CC)CC)C.CN(C(ON1N=NC2C=CC=CC1=2)=[N+](C)C)C.F[P-](F)(F)(F)(F)F. The catalyst class is: 229. (5) Reactant: S(=O)(=O)(O)O.[Br:6][C:7]1[CH:8]=[N:9][C:10]2[C:15]([CH:16]=1)=[CH:14][CH:13]=[CH:12][CH:11]=2.C1C(=O)N([Br:24])C(=O)C1. Product: [Br:6][C:7]1[CH:8]=[N:9][C:10]2[C:15]([CH:16]=1)=[C:14]([Br:24])[CH:13]=[CH:12][CH:11]=2. The catalyst class is: 2. (6) Reactant: [OH:1][C:2]1[C:6]([CH2:7][C:8]([O:10][CH3:11])=[O:9])=[CH:5][N:4]([CH3:12])[N:3]=1.Cl[CH2:14][C:15]1[CH:16]=[CH:17][C:18]([O:21][CH2:22][C:23]2[N:24]=[C:25]([C:29]3[CH:34]=[CH:33][CH:32]=[CH:31][CH:30]=3)[O:26][C:27]=2[CH3:28])=[N:19][CH:20]=1.C(=O)([O-])[O-].[K+].[K+].CN(C)C=O. Product: [CH3:12][N:4]1[CH:5]=[C:6]([CH2:7][C:8]([O:10][CH3:11])=[O:9])[C:2]([O:1][CH2:14][C:15]2[CH:20]=[N:19][C:18]([O:21][CH2:22][C:23]3[N:24]=[C:25]([C:29]4[CH:34]=[CH:33][CH:32]=[CH:31][CH:30]=4)[O:26][C:27]=3[CH3:28])=[CH:17][CH:16]=2)=[N:3]1. The catalyst class is: 6. (7) Reactant: C([NH:4][CH:5]([C:9]1[CH:14]=[CH:13][CH:12]=[C:11]([O:15][CH2:16][C:17]2[CH:22]=[CH:21][CH:20]=[CH:19][C:18]=2[Cl:23])[C:10]=1[O:24][CH2:25][C:26]1[CH:31]=[CH:30][CH:29]=[CH:28][C:27]=1[Cl:32])[C:6]([OH:8])=[O:7])(=O)C.C(N(CC)CC)C.C1C=NC2N(O)N=NC=2C=1.[F:50][CH:51]([F:55])[C:52](O)=[O:53].CCN=C=NCCCN(C)C. Product: [Cl:32][C:27]1[CH:28]=[CH:29][CH:30]=[CH:31][C:26]=1[CH2:25][O:24][C:10]1[C:11]([O:15][CH2:16][C:17]2[CH:22]=[CH:21][CH:20]=[CH:19][C:18]=2[Cl:23])=[CH:12][CH:13]=[CH:14][C:9]=1[CH:5]([NH:4][C:52](=[O:53])[CH:51]([F:55])[F:50])[C:6]([OH:8])=[O:7]. The catalyst class is: 91. (8) Reactant: [OH-].[Na+].C[O:4][C:5]([C:7]1[CH:8]=[C:9]2[C:13](=[CH:14][CH:15]=1)[N:12]([CH2:16][CH2:17][CH2:18][CH2:19][CH3:20])[CH:11]=[CH:10]2)=[O:6].Cl. Product: [CH2:16]([N:12]1[C:13]2[C:9](=[CH:8][C:7]([C:5]([OH:6])=[O:4])=[CH:15][CH:14]=2)[CH:10]=[CH:11]1)[CH2:17][CH2:18][CH2:19][CH3:20]. The catalyst class is: 5. (9) Reactant: [F:1][C:2]1[CH:3]=[C:4]([C:10](=O)[C:11]([OH:13])=[O:12])[CH:5]=[CH:6][C:7]=1[S:8][CH3:9].O.NN.[OH-].[K+].C(OCC)(=O)C.CCCCCC. Product: [F:1][C:2]1[CH:3]=[C:4]([CH2:10][C:11]([OH:13])=[O:12])[CH:5]=[CH:6][C:7]=1[S:8][CH3:9]. The catalyst class is: 84. (10) Reactant: [Cl:1][C:2]1[N:7]=[C:6]([N:8]2[CH2:12][CH2:11][C@:10]([CH:15]([CH3:17])[CH3:16])([C:13]#[N:14])[C:9]2=[O:18])[CH:5]=[CH:4][N:3]=1.[NH2:19][C:20]1[CH:21]=[N:22][N:23]([CH2:25][C:26]([N:28]([CH3:30])[CH3:29])=[O:27])[CH:24]=1.C(O)(=O)C. Product: [ClH:1].[C:13]([C@@:10]1([CH:15]([CH3:17])[CH3:16])[CH2:11][CH2:12][N:8]([C:6]2[CH:5]=[CH:4][N:3]=[C:2]([NH:19][C:20]3[CH:21]=[N:22][N:23]([CH2:25][C:26]([N:28]([CH3:30])[CH3:29])=[O:27])[CH:24]=3)[N:7]=2)[C:9]1=[O:18])#[N:14]. The catalyst class is: 8.